Dataset: NCI-60 drug combinations with 297,098 pairs across 59 cell lines. Task: Regression. Given two drug SMILES strings and cell line genomic features, predict the synergy score measuring deviation from expected non-interaction effect. Drug 1: CC(C1=C(C=CC(=C1Cl)F)Cl)OC2=C(N=CC(=C2)C3=CN(N=C3)C4CCNCC4)N. Drug 2: C1=CC=C(C=C1)NC(=O)CCCCCCC(=O)NO. Cell line: MDA-MB-231. Synergy scores: CSS=11.3, Synergy_ZIP=14.4, Synergy_Bliss=17.6, Synergy_Loewe=16.8, Synergy_HSA=18.4.